This data is from Catalyst prediction with 721,799 reactions and 888 catalyst types from USPTO. The task is: Predict which catalyst facilitates the given reaction. Reactant: [CH2:1]([O:3][C:4]1[CH:12]=[CH:11][C:7]([C:8]([OH:10])=O)=[CH:6][C:5]=1[C:13]([F:16])([F:15])[F:14])[CH3:2].C1C=CC2N(O)N=NC=2C=1.CCN=C=NCCCN(C)C.O[N:39]=[C:40]([C:42]1[C:43]2[CH2:44][CH2:45][CH:46]([OH:51])[C:47]=2[CH:48]=[CH:49][CH:50]=1)[NH2:41].[Na+].[Cl-]. Product: [CH2:1]([O:3][C:4]1[CH:12]=[CH:11][C:7]([C:8]2[O:10][N:41]=[C:40]([C:42]3[CH:50]=[CH:49][CH:48]=[C:47]4[C:43]=3[CH2:44][CH2:45][CH:46]4[OH:51])[N:39]=2)=[CH:6][C:5]=1[C:13]([F:16])([F:15])[F:14])[CH3:2]. The catalyst class is: 3.